This data is from Forward reaction prediction with 1.9M reactions from USPTO patents (1976-2016). The task is: Predict the product of the given reaction. The product is: [Cl:9][C:3]1[CH:4]=[C:5]([NH2:6])[CH:7]=[CH:8][C:2]=1[C:14]1[CH:15]=[CH:16][C:11]([Cl:10])=[CH:12][CH:13]=1. Given the reactants Br[C:2]1[CH:8]=[CH:7][C:5]([NH2:6])=[CH:4][C:3]=1[Cl:9].[Cl:10][C:11]1[CH:16]=[CH:15][C:14](B(O)O)=[CH:13][CH:12]=1.C([O-])([O-])=O.[K+].[K+].O, predict the reaction product.